From a dataset of Catalyst prediction with 721,799 reactions and 888 catalyst types from USPTO. Predict which catalyst facilitates the given reaction. (1) Reactant: C([O:3][C:4](=[O:29])[CH2:5][CH2:6][C:7]1[CH:12]=[CH:11][C:10]([CH:13]([CH3:27])[C:14]([C:20]2[CH:25]=[CH:24][N:23]=[C:22]([Cl:26])[CH:21]=2)([OH:19])[C:15]([F:18])([F:17])[F:16])=[C:9]([Cl:28])[CH:8]=1)C.[OH-].[Na+].O.Cl. Product: [Cl:28][C:9]1[CH:8]=[C:7]([CH2:6][CH2:5][C:4]([OH:29])=[O:3])[CH:12]=[CH:11][C:10]=1[CH:13]([CH3:27])[C:14]([C:20]1[CH:25]=[CH:24][N:23]=[C:22]([Cl:26])[CH:21]=1)([OH:19])[C:15]([F:16])([F:18])[F:17]. The catalyst class is: 1. (2) Reactant: [CH3:1][O:2][C:3]1[C:8]2[N:9]=[C:10]([C:12]([CH:14]3[CH2:19][CH2:18][NH:17][CH2:16][CH2:15]3)=[O:13])[S:11][C:7]=2[CH:6]=[CH:5][CH:4]=1.[O:20]1[CH2:22][CH:21]1[C:23]1[CH:32]=[CH:31][C:26]2[O:27][CH2:28][CH2:29][O:30][C:25]=2[CH:24]=1.Cl([O-])(=O)(=O)=O.[Li+].C(=O)([O-])[O-].[K+].[K+]. Product: [O:27]1[C:26]2[CH:31]=[CH:32][C:23]([CH:21]([OH:20])[CH2:22][N:17]3[CH2:18][CH2:19][CH:14]([C:12]([C:10]4[S:11][C:7]5[CH:6]=[CH:5][CH:4]=[C:3]([O:2][CH3:1])[C:8]=5[N:9]=4)=[O:13])[CH2:15][CH2:16]3)=[CH:24][C:25]=2[O:30][CH2:29][CH2:28]1. The catalyst class is: 3. (3) The catalyst class is: 44. Reactant: [NH2:1][C:2]1[N:7]=[CH:6][C:5]([C:8]2[C:9]([F:19])=[C:10]([OH:18])[C:11]([CH:14]3[CH2:17][CH2:16][CH2:15]3)=[CH:12][CH:13]=2)=[CH:4][N:3]=1.[NH2:20][C:21]1[CH:26]=[C:25](Cl)[N:24]=[CH:23][N:22]=1.C([O-])([O-])=O.[K+].[K+].C1OCCOCCOCCOCCOCCOC1. Product: [NH2:20][C:21]1[N:22]=[CH:23][N:24]=[C:25]([O:18][C:10]2[C:9]([F:19])=[C:8]([C:5]3[CH:4]=[N:3][C:2]([NH2:1])=[N:7][CH:6]=3)[CH:13]=[CH:12][C:11]=2[CH:14]2[CH2:15][CH2:16][CH2:17]2)[CH:26]=1. (4) Reactant: [CH2:1]([C:4]1[CH:5]=[CH:6][C:7]([S:15]([C:18]2[CH:23]=[CH:22][C:21]([CH2:24][C@H:25]([NH:27][C:28](=[O:33])[C:29]([F:32])([F:31])[F:30])[CH3:26])=[CH:20][CH:19]=2)(=[O:17])=[O:16])=[C:8]([CH:14]=1)[C:9]([O:11][CH2:12][CH3:13])=[O:10])[CH:2]=[CH2:3].[H][H]. Product: [CH2:1]([C:4]1[CH:5]=[CH:6][C:7]([S:15]([C:18]2[CH:23]=[CH:22][C:21]([CH2:24][C@H:25]([NH:27][C:28](=[O:33])[C:29]([F:30])([F:31])[F:32])[CH3:26])=[CH:20][CH:19]=2)(=[O:17])=[O:16])=[C:8]([CH:14]=1)[C:9]([O:11][CH2:12][CH3:13])=[O:10])[CH2:2][CH3:3]. The catalyst class is: 63. (5) Reactant: C[O:2][C:3]([CH:5]1[CH2:9][CH2:8][S:7](=[O:11])(=[O:10])[N:6]1[CH2:12][C:13]1[CH:18]=[CH:17][CH:16]=[C:15]([C:19]#[N:20])[CH:14]=1)=[O:4].O.[OH-].[Li+].Cl. Product: [C:19]([C:15]1[CH:14]=[C:13]([CH:18]=[CH:17][CH:16]=1)[CH2:12][N:6]1[CH:5]([C:3]([OH:4])=[O:2])[CH2:9][CH2:8][S:7]1(=[O:10])=[O:11])#[N:20]. The catalyst class is: 30.